Dataset: Experimentally validated miRNA-target interactions with 360,000+ pairs, plus equal number of negative samples. Task: Binary Classification. Given a miRNA mature sequence and a target amino acid sequence, predict their likelihood of interaction. The miRNA is hsa-miR-5092 with sequence AAUCCACGCUGAGCUUGGCAUC. The protein sequence of the target gene is MAEPTSDFETPIGWHASPELTPTLGPLSDTAPPRDSWMFWAMLPPPPPPLTSSLPAAGSKPSSESQPPMEAQSLPGAPPPFDAQILPGAQPPFDAQSPLDSQPQPSGQPWNFHASTSWYWRQSSDRFPRHQKSFNPAVKNSYYPRKYDAKFTDFSLPPSRKQKKKKRKEPVFHFFCDTCDRGFKNQEKYDKHMSEHTKCPELDCSFTAHEKIVQFHWRNMHAPGMKKIKLDTPEEIARWREERRKNYPTLANIERKKKLKLEKEKRGAVLTTTQYGKMKGMSRHSQMAKIRSPGKNHKWK.... Result: 0 (no interaction).